This data is from Peptide-MHC class I binding affinity with 185,985 pairs from IEDB/IMGT. The task is: Regression. Given a peptide amino acid sequence and an MHC pseudo amino acid sequence, predict their binding affinity value. This is MHC class I binding data. (1) The peptide sequence is GASTSQETW. The MHC is HLA-B58:01 with pseudo-sequence HLA-B58:01. The binding affinity (normalized) is 0.901. (2) The MHC is HLA-B48:01 with pseudo-sequence HLA-B48:01. The peptide sequence is ARYSNFAWY. The binding affinity (normalized) is 0.0847.